From a dataset of Catalyst prediction with 721,799 reactions and 888 catalyst types from USPTO. Predict which catalyst facilitates the given reaction. (1) Reactant: [Br:1][C:2]1[CH:18]=[CH:17][C:5]([CH2:6][NH:7][C:8](=[NH:16])[CH:9](OCC)OCC)=[CH:4][CH:3]=1.[OH-].[Na+]. Product: [Br:1][C:2]1[CH:18]=[C:17]2[C:5](=[CH:4][CH:3]=1)[CH:6]=[N:7][C:8]([NH2:16])=[CH:9]2. The catalyst class is: 65. (2) Reactant: [F:1][C:2]1[C:19]([NH:20][C:21]([C:23]2[O:24][C:25]([NH:28][C:29]3[CH:34]=[CH:33][C:32]([F:35])=[CH:31][CH:30]=3)=[N:26][N:27]=2)=[O:22])=[C:18]([N+:36]([O-])=O)[CH:17]=[CH:16][C:3]=1[O:4][C@@H:5]1[CH2:10][CH2:9][C@H:8]([C:11]([O:13][CH2:14][CH3:15])=[O:12])[CH2:7][CH2:6]1. Product: [NH2:36][C:18]1[CH:17]=[CH:16][C:3]([O:4][C@@H:5]2[CH2:10][CH2:9][C@H:8]([C:11]([O:13][CH2:14][CH3:15])=[O:12])[CH2:7][CH2:6]2)=[C:2]([F:1])[C:19]=1[NH:20][C:21]([C:23]1[O:24][C:25]([NH:28][C:29]2[CH:30]=[CH:31][C:32]([F:35])=[CH:33][CH:34]=2)=[N:26][N:27]=1)=[O:22]. The catalyst class is: 123. (3) The catalyst class is: 1. Reactant: [CH:1]([C:3]1[CH:4]=[C:5]([C:11]2[CH:16]=[CH:15][C:14]([C:17]#[N:18])=[CH:13][CH:12]=2)[CH:6]=[CH:7][C:8]=1[O:9][CH3:10])=[O:2].[CH3:19][Mg]Br.C(OCC)C.O. Product: [OH:2][CH:1]([C:3]1[CH:4]=[C:5]([C:11]2[CH:12]=[CH:13][C:14]([C:17]#[N:18])=[CH:15][CH:16]=2)[CH:6]=[CH:7][C:8]=1[O:9][CH3:10])[CH3:19].